From a dataset of Reaction yield outcomes from USPTO patents with 853,638 reactions. Predict the reaction yield, written as a fraction of the theoretical maximum amount of product (1.0 means a 100% yield; for example, 0.34 means a 34% yield). The reactants are [I:1][C:2]1[CH:8]=[CH:7][C:5]([NH2:6])=[C:4]([CH3:9])[CH:3]=1.F[C:11]1[CH:12]=[N:13][CH:14]=[CH:15][C:16]=1[C:17]([OH:19])=[O:18].[Li+].C[Si]([N-][Si](C)(C)C)(C)C. The catalyst is C1COCC1. The product is [I:1][C:2]1[CH:8]=[CH:7][C:5]([NH:6][C:15]2[CH:14]=[N:13][CH:12]=[CH:11][C:16]=2[C:17]([OH:19])=[O:18])=[C:4]([CH3:9])[CH:3]=1. The yield is 0.590.